This data is from Catalyst prediction with 721,799 reactions and 888 catalyst types from USPTO. The task is: Predict which catalyst facilitates the given reaction. (1) Reactant: O=C1CCC(=O)N1O[C:9](=[O:19])[CH2:10][CH2:11][N:12]1[C:16](=[O:17])[CH:15]=[CH:14][C:13]1=[O:18].[NH2:20][CH2:21][CH2:22][CH2:23][CH2:24][CH2:25][CH2:26][CH2:27][C:28]([OH:30])=[O:29].CCN(C(C)C)C(C)C. Product: [O:17]=[C:16]1[CH:15]=[CH:14][C:13](=[O:18])[N:12]1[CH2:11][CH2:10][C:9]([NH:20][CH2:21][CH2:22][CH2:23][CH2:24][CH2:25][CH2:26][CH2:27][C:28]([OH:30])=[O:29])=[O:19]. The catalyst class is: 3. (2) Reactant: [N:1]1[CH:6]=[CH:5][CH:4]=[CH:3][C:2]=1[N:7]([CH2:30][CH2:31][C:32]([O:34][CH2:35][CH3:36])=[O:33])[C:8](=[O:29])[C:9]1[CH:14]=[CH:13][C:12]([NH:15][CH3:16])=[C:11]([NH:17][C:18](=O)[CH2:19][NH:20][C:21]([O:23][C:24]([CH3:27])([CH3:26])[CH3:25])=[O:22])[CH:10]=1. Product: [N:1]1[CH:6]=[CH:5][CH:4]=[CH:3][C:2]=1[N:7]([CH2:30][CH2:31][C:32]([O:34][CH2:35][CH3:36])=[O:33])[C:8]([C:9]1[CH:14]=[CH:13][C:12]2[N:15]([CH3:16])[C:18]([CH2:19][NH:20][C:21]([O:23][C:24]([CH3:26])([CH3:27])[CH3:25])=[O:22])=[N:17][C:11]=2[CH:10]=1)=[O:29]. The catalyst class is: 15.